Dataset: Reaction yield outcomes from USPTO patents with 853,638 reactions. Task: Predict the reaction yield, written as a fraction of the theoretical maximum amount of product (1.0 means a 100% yield; for example, 0.34 means a 34% yield). (1) The reactants are [S:1]1[C:5]2[CH2:6][CH2:7][CH2:8][C:4]=2[N:3]=[C:2]1[C:9](/[C:11](=[CH:17]/[N:18](C)C)/[C:12]([O:14][CH2:15][CH3:16])=[O:13])=O.O.[NH2:22]N. The catalyst is C(O)C.C(OCC)C. The product is [S:1]1[C:5]2[CH2:6][CH2:7][CH2:8][C:4]=2[N:3]=[C:2]1[C:9]1[C:11]([C:12]([O:14][CH2:15][CH3:16])=[O:13])=[CH:17][NH:18][N:22]=1. The yield is 0.860. (2) The yield is 0.363. The product is [Br:1][C:2]1[CH:3]=[CH:4][C:5]([OH:11])=[C:6]([CH:10]=1)[C:7]([NH:16][C:15]1[CH:14]=[C:13]([F:12])[CH:19]=[C:18]([F:20])[CH:17]=1)=[O:9]. No catalyst specified. The reactants are [Br:1][C:2]1[CH:10]=[C:6]([C:7]([OH:9])=O)[C:5]([OH:11])=[CH:4][CH:3]=1.[F:12][C:13]1[CH:14]=[C:15]([CH:17]=[C:18]([F:20])[CH:19]=1)[NH2:16]. (3) The reactants are [H-].[Na+].[O:3]=[C:4]1[CH2:13][N:12]2[C@H:14]3[CH2:19][CH2:18][N:17]([C:20]([O:22][CH2:23][CH3:24])=[O:21])[CH2:16][C@H:15]3[C:10]3[C:11]2=[C:6]([CH:7]=[CH:8][CH:9]=3)[NH:5]1.I[CH3:26]. The catalyst is CCCCCC.CN(C)C=O. The product is [CH3:26][N:5]1[C:6]2[CH:7]=[CH:8][CH:9]=[C:10]3[C@@H:15]4[CH2:16][N:17]([C:20]([O:22][CH2:23][CH3:24])=[O:21])[CH2:18][CH2:19][C@@H:14]4[N:12]([C:11]=23)[CH2:13][C:4]1=[O:3]. The yield is 0.870. (4) The reactants are [C:1]([O:5][C:6]([N:8]1[CH2:13][CH2:12][CH:11]([O:14][C:15]2[CH:20]=[CH:19][C:18]([C:21](=[O:30])[CH:22]([CH3:29])[CH2:23][C:24]([O:26]CC)=[O:25])=[CH:17][CH:16]=2)[CH2:10][CH2:9]1)=[O:7])([CH3:4])([CH3:3])[CH3:2].[OH-].[Na+]. The catalyst is CO. The product is [C:1]([O:5][C:6]([N:8]1[CH2:13][CH2:12][CH:11]([O:14][C:15]2[CH:16]=[CH:17][C:18]([C:21](=[O:30])[CH:22]([CH3:29])[CH2:23][C:24]([OH:26])=[O:25])=[CH:19][CH:20]=2)[CH2:10][CH2:9]1)=[O:7])([CH3:4])([CH3:2])[CH3:3]. The yield is 0.810. (5) The reactants are [NH2:1][C:2]1[C:3]([F:33])=[CH:4][C:5]([Cl:32])=[C:6]([C:8]2[C:9](=[O:31])[N:10]([CH:28]([CH3:30])[CH3:29])[C:11]3[C:16]([CH:17]=2)=[CH:15][N:14]=[C:13]([NH:18][CH2:19][C:20]2[CH:25]=[CH:24][C:23]([O:26][CH3:27])=[CH:22][CH:21]=2)[CH:12]=3)[CH:7]=1.[F:34][C:35]1[CH:36]=[C:37]([N:41]=[C:42]=[O:43])[CH:38]=[CH:39][CH:40]=1. The catalyst is C1COCC1. The product is [Cl:32][C:5]1[C:6]([C:8]2[C:9](=[O:31])[N:10]([CH:28]([CH3:29])[CH3:30])[C:11]3[C:16]([CH:17]=2)=[CH:15][N:14]=[C:13]([NH:18][CH2:19][C:20]2[CH:21]=[CH:22][C:23]([O:26][CH3:27])=[CH:24][CH:25]=2)[CH:12]=3)=[CH:7][C:2]([NH:1][C:42]([NH:41][C:37]2[CH:38]=[CH:39][CH:40]=[C:35]([F:34])[CH:36]=2)=[O:43])=[C:3]([F:33])[CH:4]=1. The yield is 0.660. (6) The reactants are [N:1]1[CH:2]=[CH:3][N:4]2[CH:9]=[C:8]([C:10]#[N:11])[CH:7]=[CH:6][C:5]=12.[CH2:12]([N:19]([CH3:27])[C:20]1[CH:25]=[CH:24][N:23]=[C:22](Cl)[N:21]=1)[C:13]1[CH:18]=[CH:17][CH:16]=[CH:15][CH:14]=1.C([O-])(=O)C.[K+]. The catalyst is C1C=CC(/C=C/C(/C=C/C2C=CC=CC=2)=O)=CC=1.C1C=CC(/C=C/C(/C=C/C2C=CC=CC=2)=O)=CC=1.C1C=CC(/C=C/C(/C=C/C2C=CC=CC=2)=O)=CC=1.[Pd].[Pd]. The product is [CH2:12]([N:19]([CH3:27])[C:20]1[CH:25]=[CH:24][N:23]=[C:22]([C:3]2[N:4]3[CH:9]=[C:8]([C:10]#[N:11])[CH:7]=[CH:6][C:5]3=[N:1][CH:2]=2)[N:21]=1)[C:13]1[CH:14]=[CH:15][CH:16]=[CH:17][CH:18]=1. The yield is 0.300. (7) The reactants are [Br:1][C:2]1[C:14]([CH3:15])=[CH:13][C:12]2[C:11]3[C:6](=[CH:7][C:8]([Br:17])=[C:9]([CH3:16])[CH:10]=3)[NH:5][C:4]=2[CH:3]=1.Br[CH2:19][CH:20]([CH2:29][CH2:30][CH2:31][CH2:32][CH2:33][CH3:34])[CH2:21][CH2:22][CH2:23][CH2:24][CH2:25][CH2:26][CH2:27][CH3:28].[OH-].[Na+]. The catalyst is CC(C)=O.S.C([N+](CCCC)(CCCC)CCCC)CCC. The product is [Br:1][C:2]1[C:14]([CH3:15])=[CH:13][C:12]2[C:11]3[C:6](=[CH:7][C:8]([Br:17])=[C:9]([CH3:16])[CH:10]=3)[N:5]([CH2:19][CH:20]([CH2:29][CH2:30][CH2:31][CH2:32][CH2:33][CH3:34])[CH2:21][CH2:22][CH2:23][CH2:24][CH2:25][CH2:26][CH2:27][CH3:28])[C:4]=2[CH:3]=1. The yield is 0.940. (8) The yield is 0.898. The reactants are [Cl:1][C:2]1[CH:3]=[C:4]([CH:7]=[CH:8][C:9]=1[CH:10]=O)[C:5]#[N:6].[CH3:12][C:13](=[O:18])[CH2:14][C:15](=[O:17])[CH3:16].C(O)(=O)C.N1CCCCC1. The product is [C:15]([C:14]([C:13](=[O:18])[CH3:12])=[CH:10][C:9]1[CH:8]=[CH:7][C:4]([C:5]#[N:6])=[CH:3][C:2]=1[Cl:1])(=[O:17])[CH3:16]. The catalyst is ClCCl.C1CCCCC1.C(OCC)(=O)C. (9) The reactants are [P:1](=[O:5])([OH:4])([OH:3])[OH:2].C(N(CC)CC)C.Cl[CH2:14][O:15][C:16]1[C:21]([CH:22]([CH3:24])[CH3:23])=[CH:20][CH:19]=[CH:18][C:17]=1[C@@H:25]([CH:27]1[CH2:30][CH2:29][CH2:28]1)[CH3:26]. The catalyst is C(#N)C. The product is [P:1]([OH:4])([OH:3])([O:2][CH2:14][O:15][C:16]1[C:21]([CH:22]([CH3:24])[CH3:23])=[CH:20][CH:19]=[CH:18][C:17]=1[C@@H:25]([CH:27]1[CH2:28][CH2:29][CH2:30]1)[CH3:26])=[O:5]. The yield is 0.720. (10) The reactants are [Cl:1][C:2]1[CH:7]=[CH:6][CH:5]=[CH:4][C:3]=1[CH:8]([CH3:11])[C:9]#[N:10].B.C1COCC1. No catalyst specified. The product is [Cl:1][C:2]1[CH:7]=[CH:6][CH:5]=[CH:4][C:3]=1[CH:8]([CH3:11])[CH2:9][NH2:10]. The yield is 0.970.